Predict the reaction yield, written as a fraction of the theoretical maximum amount of product (1.0 means a 100% yield; for example, 0.34 means a 34% yield). From a dataset of Reaction yield outcomes from USPTO patents with 853,638 reactions. (1) The reactants are Cl[C:2]1[N:3]=[N:4][C:5]([O:8][CH2:9][C:10]2[N:11]([CH3:21])[N:12]=[N:13][C:14]=2[C:15]2[CH:20]=[CH:19][CH:18]=[CH:17][N:16]=2)=[CH:6][CH:7]=1.[C:22](=[O:25])([O-])[O-:23].[Na+].[Na+].[CH2:28](O)[CH3:29]. The catalyst is C1(P(C2C=CC=CC=2)[C-]2C=CC=C2)C=CC=CC=1.[C-]1(P(C2C=CC=CC=2)C2C=CC=CC=2)C=CC=C1.[Fe+2].C([O-])(=O)C.[Pd+2].C([O-])(=O)C. The product is [CH2:28]([O:23][C:22]([C:2]1[N:3]=[N:4][C:5]([O:8][CH2:9][C:10]2[N:11]([CH3:21])[N:12]=[N:13][C:14]=2[C:15]2[CH:20]=[CH:19][CH:18]=[CH:17][N:16]=2)=[CH:6][CH:7]=1)=[O:25])[CH3:29]. The yield is 0.840. (2) The reactants are [F:1][C:2]1[CH:3]=[C:4]2[C:9](=[CH:10][CH:11]=1)[N:8]=[C:7]([C:12]1[CH:17]=[CH:16][CH:15]=[CH:14][CH:13]=1)[C:6]([CH3:18])=[C:5]2[C:19](O)=[O:20].C(Cl)(=O)C(Cl)=O.[CH:28]1([C@@H:34]([NH2:36])[CH3:35])[CH2:33][CH2:32][CH2:31][CH2:30][CH2:29]1.C([O-])([O-])=O.[K+].[K+]. The catalyst is C(Cl)Cl.CN(C=O)C. The product is [CH:28]1([C@@H:34]([NH:36][C:19]([C:5]2[C:4]3[C:9](=[CH:10][CH:11]=[C:2]([F:1])[CH:3]=3)[N:8]=[C:7]([C:12]3[CH:17]=[CH:16][CH:15]=[CH:14][CH:13]=3)[C:6]=2[CH3:18])=[O:20])[CH3:35])[CH2:33][CH2:32][CH2:31][CH2:30][CH2:29]1. The yield is 0.760. (3) The product is [Cl:22][C:19]1[CH:18]=[CH:17][CH:16]=[C:15]2[C:20]=1[CH2:21][C:12]([CH2:11][N:9]([CH3:10])[C@@H:4]([CH2:5][CH:6]([CH3:7])[CH3:8])[C:3]([OH:25])=[O:2])=[C:13]([CH:23]=[O:24])[O:14]2. The reactants are C[O:2][C:3](=[O:25])[C@@H:4]([N:9]([CH2:11][C:12]1[CH:13]([CH:23]=[O:24])[O:14][C:15]2[C:20]([CH:21]=1)=[C:19]([Cl:22])[CH:18]=[CH:17][CH:16]=2)[CH3:10])[CH2:5][CH:6]([CH3:8])[CH3:7].O.[OH-].[Li+]. The catalyst is O1CCCC1.O. The yield is 0.936. (4) The reactants are [NH2:1][CH2:2][C:3]1[CH:4]=[C:5]([C:20]2[S:24][C:23]([C@@:25]3([OH:37])[CH2:30][CH2:29][C@H:28]([C:31]([O:33]C)=[O:32])[C:27]([CH3:36])([CH3:35])[CH2:26]3)=[N:22][CH:21]=2)[CH:6]=[C:7]([NH:9][C:10]2[N:15]=[C:14]([C:16]([F:19])([F:18])[F:17])[CH:13]=[CH:12][N:11]=2)[CH:8]=1.[OH-].[Na+]. The catalyst is CO. The product is [NH2:1][CH2:2][C:3]1[CH:4]=[C:5]([C:20]2[S:24][C:23]([C@@:25]3([OH:37])[CH2:30][CH2:29][C@H:28]([C:31]([OH:33])=[O:32])[C:27]([CH3:35])([CH3:36])[CH2:26]3)=[N:22][CH:21]=2)[CH:6]=[C:7]([NH:9][C:10]2[N:15]=[C:14]([C:16]([F:18])([F:19])[F:17])[CH:13]=[CH:12][N:11]=2)[CH:8]=1. The yield is 0.350. (5) The reactants are [CH2:1]([O:8][CH2:9][C:10]1[NH:15][C:14](=[O:16])[C:13]2=[CH:17][N:18]=[CH:19][N:12]2[N:11]=1)[C:2]1[CH:7]=[CH:6][CH:5]=[CH:4][CH:3]=1.[Li]CCCC.[I:25]I. The catalyst is C1COCC1. The product is [CH2:1]([O:8][CH2:9][C:10]1[NH:15][C:14](=[O:16])[C:13]2=[CH:17][N:18]=[C:19]([I:25])[N:12]2[N:11]=1)[C:2]1[CH:7]=[CH:6][CH:5]=[CH:4][CH:3]=1. The yield is 0.560. (6) The reactants are [C:1]([O:5][C:6]([N:8]1[CH2:11][CH2:10][C@H:9]1[CH2:12][O:13][C:14]1[CH:15]=[C:16]([C:20]#[C:21][C:22]2[CH:23]=[C:24]([CH2:28][OH:29])[CH:25]=[CH:26][CH:27]=2)[CH:17]=[N:18][CH:19]=1)=[O:7])([CH3:4])([CH3:3])[CH3:2].CCOC(C)=O.CCCCCC. The catalyst is CCOC(C)=O.O=[Pt]=O. The product is [C:1]([O:5][C:6]([N:8]1[CH2:11][CH2:10][C@H:9]1[CH2:12][O:13][C:14]1[CH:15]=[C:16]([CH2:20][CH2:21][C:22]2[CH:23]=[C:24]([CH2:28][OH:29])[CH:25]=[CH:26][CH:27]=2)[CH:17]=[N:18][CH:19]=1)=[O:7])([CH3:4])([CH3:2])[CH3:3]. The yield is 1.00. (7) The reactants are [Cl:1][C:2]1[N:7]=[CH:6][C:5]([S:8][C:9]2[N:13]([C:14]3[CH:19]=[CH:18][C:17]([CH3:20])=[CH:16][C:15]=3[F:21])[N:12]=[C:11]([C:22]([O:24]CC)=O)[CH:10]=2)=[CH:4][CH:3]=1.[CH3:27][NH2:28].CO. The catalyst is CO. The product is [Cl:1][C:2]1[N:7]=[CH:6][C:5]([S:8][C:9]2[N:13]([C:14]3[CH:19]=[CH:18][C:17]([CH3:20])=[CH:16][C:15]=3[F:21])[N:12]=[C:11]([C:22]([NH:28][CH3:27])=[O:24])[CH:10]=2)=[CH:4][CH:3]=1. The yield is 0.910. (8) The reactants are Br[C:2]1[CH:3]=[C:4]([N+:9]([O-:11])=[O:10])[C:5]([NH2:8])=[N:6][CH:7]=1.[CH2:12]([O:14][C:15]([C:17]1[CH:18]=[C:19](B(O)O)[CH:20]=[CH:21][CH:22]=1)=[O:16])[CH3:13].C([O-])([O-])=O.[Na+].[Na+].C(P(C(C)(C)C)C1C=CC=CC=1C1C(C(C)C)=CC(C(C)C)=CC=1C(C)C)(C)(C)C. The catalyst is O1CCOCC1.C(OCC)(=O)C. The product is [NH2:8][C:5]1[N:6]=[CH:7][C:2]([C:21]2[CH:22]=[C:17]([CH:18]=[CH:19][CH:20]=2)[C:15]([O:14][CH2:12][CH3:13])=[O:16])=[CH:3][C:4]=1[N+:9]([O-:11])=[O:10]. The yield is 0.780. (9) The reactants are [CH:1]1([CH:6]=[C:7]2[CH2:16][CH2:15][C:14]3[CH:13]=[C:12]([C:17]([O:19]C)=[O:18])[CH:11]=[CH:10][C:9]=3[C:8]2=O)[CH2:5][CH2:4][CH2:3][CH2:2]1.Cl.[NH:23]([C:25]1[CH:32]=[CH:31][C:28]([C:29]#[N:30])=[C:27]([O:33][CH3:34])[CH:26]=1)[NH2:24].O1CCCC1. The catalyst is CO. The product is [C:29]([C:28]1[CH:31]=[CH:32][C:25]([N:23]2[CH:6]([CH:1]3[CH2:2][CH2:3][CH2:4][CH2:5]3)[CH:7]3[C:8]([C:9]4[CH:10]=[CH:11][C:12]([C:17]([OH:19])=[O:18])=[CH:13][C:14]=4[CH2:15][CH2:16]3)=[N:24]2)=[CH:26][C:27]=1[O:33][CH3:34])#[N:30]. The yield is 0.490.